From a dataset of Reaction yield outcomes from USPTO patents with 853,638 reactions. Predict the reaction yield, written as a fraction of the theoretical maximum amount of product (1.0 means a 100% yield; for example, 0.34 means a 34% yield). (1) The reactants are [CH:1]1([OH:6])[CH2:5][CH2:4][CH2:3][CH2:2]1.[H-].[Na+].Br[CH2:10][C:11]1[C:15]([C:16]([O:18][CH3:19])=[O:17])=[C:14]([CH:20]([CH3:22])[CH3:21])[O:13][N:12]=1. The catalyst is C1COCC1. The product is [CH:1]1([O:6][CH2:10][C:11]2[C:15]([C:16]([O:18][CH:19]3[CH2:3][CH2:2][CH2:1][CH2:5]3)=[O:17])=[C:14]([CH:20]([CH3:22])[CH3:21])[O:13][N:12]=2)[CH2:5][CH2:4][CH2:3][CH2:2]1. The yield is 0.150. (2) The reactants are C([O:3][C:4]([C:6]1[C:10]([C:11]2[CH:16]=[CH:15][C:14]([F:17])=[CH:13][CH:12]=2)=[C:9]([CH:18]=[O:19])[NH:8][C:7]=1[CH2:20][CH2:21][NH2:22])=O)C.O.[OH-].[Li+].O. The catalyst is C(O)C. The product is [F:17][C:14]1[CH:15]=[CH:16][C:11]([C:10]2[C:6]3[C:4](=[O:3])[NH:22][CH2:21][CH2:20][C:7]=3[NH:8][C:9]=2[CH:18]=[O:19])=[CH:12][CH:13]=1. The yield is 0.263.